This data is from Full USPTO retrosynthesis dataset with 1.9M reactions from patents (1976-2016). The task is: Predict the reactants needed to synthesize the given product. Given the product [CH3:1][C:2]([CH3:16])([CH3:15])[CH2:3][CH2:4][NH:5][C:6]([C:7]1[CH:8]=[CH:9][C:10]([O:13][C:29]([N:26]2[CH2:27][CH2:28][CH:23]([O:22][Si:21]([C:17]([CH3:20])([CH3:19])[CH3:18])([CH3:37])[CH3:38])[CH2:24][CH2:25]2)=[O:30])=[CH:11][CH:12]=1)=[O:14], predict the reactants needed to synthesize it. The reactants are: [CH3:1][C:2]([CH3:16])([CH3:15])[CH2:3][CH2:4][NH:5][C:6](=[O:14])[C:7]1[CH:12]=[CH:11][C:10]([OH:13])=[CH:9][CH:8]=1.[C:17]([Si:21]([CH3:38])([CH3:37])[O:22][CH:23]1[CH2:28][CH2:27][N:26]([C:29](N2C=C[N+](C)=C2)=[O:30])[CH2:25][CH2:24]1)([CH3:20])([CH3:19])[CH3:18].[I-].